Dataset: Full USPTO retrosynthesis dataset with 1.9M reactions from patents (1976-2016). Task: Predict the reactants needed to synthesize the given product. (1) Given the product [OH:1][C:2]1[CH:3]=[C:4]([CH3:11])[C:5]([C:8]([O:10][CH3:17])=[O:9])=[N:6][CH:7]=1, predict the reactants needed to synthesize it. The reactants are: [OH:1][C:2]1[CH:3]=[C:4]([CH3:11])[C:5]([C:8]([OH:10])=[O:9])=[N:6][CH:7]=1.S(=O)(=O)(O)O.[CH3:17]O. (2) Given the product [Cl:15][C:16]1[CH:21]=[C:20]([C:2]2[C:7]([NH2:8])=[CH:6][CH:5]=[CH:4][N:3]=2)[CH:19]=[CH:18][CH:17]=1, predict the reactants needed to synthesize it. The reactants are: Br[C:2]1[C:7]([NH2:8])=[CH:6][CH:5]=[CH:4][N:3]=1.C([O-])([O-])=O.[Na+].[Na+].[Cl:15][C:16]1[CH:17]=[C:18](B(O)O)[CH:19]=[CH:20][CH:21]=1. (3) Given the product [CH3:6][C:7]1[C:11]2[C:12](=[O:24])[N:13]([CH2:16][CH2:17][N:18]3[CH2:19][CH2:20][O:21][CH2:22][CH2:23]3)[CH2:14][CH2:15][C:10]=2[NH:9][C:8]=1[CH:30]=[O:31], predict the reactants needed to synthesize it. The reactants are: P(Cl)(Cl)(Cl)=O.[CH3:6][C:7]1[C:11]2[C:12](=[O:24])[N:13]([CH2:16][CH2:17][N:18]3[CH2:23][CH2:22][O:21][CH2:20][CH2:19]3)[CH2:14][CH2:15][C:10]=2[NH:9][CH:8]=1.O.[OH-].[Na+].CN(C)[CH:30]=[O:31]. (4) Given the product [C:7]1([S:13]([N:16]2[C:24]3=[N:23][CH:22]=[CH:21][CH:20]=[C:19]3[C:18]([Br:25])=[CH:17]2)(=[O:15])=[O:14])[CH:8]=[CH:9][CH:10]=[CH:11][CH:12]=1, predict the reactants needed to synthesize it. The reactants are: C(=O)([O-])[O-].[K+].[K+].[C:7]1([S:13]([N:16]2[C:24]3[C:19](=[CH:20][CH:21]=[CH:22][N:23]=3)[CH:18]=[CH:17]2)(=[O:15])=[O:14])[CH:12]=[CH:11][CH:10]=[CH:9][CH:8]=1.[Br:25]NC(=O)CCC(N)=O.